Dataset: Full USPTO retrosynthesis dataset with 1.9M reactions from patents (1976-2016). Task: Predict the reactants needed to synthesize the given product. (1) Given the product [CH3:1][O:2][C:3](=[O:25])[CH2:4][C:5]1[CH:6]=[C:7]([C:13]2[CH:18]=[CH:17][C:16]([C:19]([F:21])([F:22])[F:20])=[CH:15][C:14]=2[CH2:23][NH:36][C@@H:27]([CH3:26])[C@H:28]([OH:35])[C:29]2[CH:30]=[CH:31][CH:32]=[CH:33][CH:34]=2)[C:8]([O:11][CH3:12])=[CH:9][CH:10]=1, predict the reactants needed to synthesize it. The reactants are: [CH3:1][O:2][C:3](=[O:25])[CH2:4][C:5]1[CH:6]=[C:7]([C:13]2[CH:18]=[CH:17][C:16]([C:19]([F:22])([F:21])[F:20])=[CH:15][C:14]=2[CH:23]=O)[C:8]([O:11][CH3:12])=[CH:9][CH:10]=1.[CH3:26][C@H:27]([NH2:36])[C@H:28]([OH:35])[C:29]1[CH:34]=[CH:33][CH:32]=[CH:31][CH:30]=1.C(O[BH-](OC(=O)C)OC(=O)C)(=O)C.[Na+]. (2) Given the product [F:34][C:35]1[CH:36]=[C:37]([S:41]([N:12]2[C:6]3[CH:7]=[N:8][C:9]4[CH:10]=[CH:11][C:2]([CH3:1])=[CH:3][C:4]=4[C:5]=3[N:14]([C:15]3[CH:16]=[CH:17][C:18]([C:21]([CH3:24])([CH3:25])[C:22]#[N:23])=[CH:19][CH:20]=3)[C:13]2=[O:26])(=[O:43])=[O:42])[CH:38]=[CH:39][CH:40]=1, predict the reactants needed to synthesize it. The reactants are: [CH3:1][C:2]1[CH:11]=[CH:10][C:9]2[N:8]=[CH:7][C:6]3[NH:12][C:13](=[O:26])[N:14]([C:15]4[CH:20]=[CH:19][C:18]([C:21]([CH3:25])([CH3:24])[C:22]#[N:23])=[CH:17][CH:16]=4)[C:5]=3[C:4]=2[CH:3]=1.C(N(CC)CC)C.[F:34][C:35]1[CH:36]=[C:37]([S:41](Cl)(=[O:43])=[O:42])[CH:38]=[CH:39][CH:40]=1.O. (3) Given the product [CH2:1]([N:8]1[CH2:16][CH2:15][CH2:14][C@@H:10]([C:11]([NH2:13])=[O:12])[CH2:9]1)[C:2]1[CH:3]=[CH:4][CH:5]=[CH:6][CH:7]=1, predict the reactants needed to synthesize it. The reactants are: [CH2:1]([N:8]1[CH2:16][CH2:15][CH2:14][CH:10]([C:11]([NH2:13])=[O:12])[CH2:9]1)[C:2]1[CH:7]=[CH:6][CH:5]=[CH:4][CH:3]=1.[OH-].[Na+]. (4) Given the product [OH:15][CH:16]1[CH2:17][CH2:18][N:19]([C:22]2[S:26][C:25]([NH:6][C:5]3[CH:7]=[CH:8][C:9]([C:10]4[O:14][CH:13]=[N:12][CH:11]=4)=[C:3]([O:2][CH3:1])[CH:4]=3)=[CH:24][CH:23]=2)[CH2:20][CH2:21]1, predict the reactants needed to synthesize it. The reactants are: [CH3:1][O:2][C:3]1[CH:4]=[C:5]([CH:7]=[CH:8][C:9]=1[C:10]1[O:14][CH:13]=[N:12][CH:11]=1)[NH2:6].[OH:15][CH:16]1[CH2:21][CH2:20][N:19]([C:22]2[S:26][C:25](C=O)=[CH:24][CH:23]=2)[CH2:18][CH2:17]1.